This data is from Catalyst prediction with 721,799 reactions and 888 catalyst types from USPTO. The task is: Predict which catalyst facilitates the given reaction. (1) Reactant: [F:1][C:2]1[CH:7]=[CH:6][C:5]([C:8]2[C:16]3[C:15]([CH2:17][CH2:18][CH2:19][CH2:20][O:21][C:22]4[CH:23]=[N:24][CH:25]=[C:26]([CH:31]=4)[C:27]([O:29]C)=O)=[N:14][CH:13]=[N:12][C:11]=3[S:10][CH:9]=2)=[CH:4][CH:3]=1.[NH3:32]. Product: [F:1][C:2]1[CH:7]=[CH:6][C:5]([C:8]2[C:16]3[C:15]([CH2:17][CH2:18][CH2:19][CH2:20][O:21][C:22]4[CH:23]=[N:24][CH:25]=[C:26]([CH:31]=4)[C:27]([NH2:32])=[O:29])=[N:14][CH:13]=[N:12][C:11]=3[S:10][CH:9]=2)=[CH:4][CH:3]=1. The catalyst class is: 51. (2) Reactant: Cl.Cl.[CH2:3]([O:7][C:8]1[CH:25]=[CH:24][CH:23]=[CH:22][C:9]=1[CH2:10][N:11]1[CH2:16][CH2:15][C:14]2([CH2:21][CH2:20][NH:19][CH2:18][CH2:17]2)[CH2:13][CH2:12]1)[CH:4]([CH3:6])[CH3:5].[S:26]1[CH:30]=[CH:29][CH:28]=[C:27]1[S:31](Cl)(=[O:33])=[O:32].C(N(CC)CC)C.NCCN(CCN)CCN. Product: [CH2:3]([O:7][C:8]1[CH:25]=[CH:24][CH:23]=[CH:22][C:9]=1[CH2:10][N:11]1[CH2:12][CH2:13][C:14]2([CH2:21][CH2:20][N:19]([S:31]([C:27]3[S:26][CH:30]=[CH:29][CH:28]=3)(=[O:33])=[O:32])[CH2:18][CH2:17]2)[CH2:15][CH2:16]1)[CH:4]([CH3:6])[CH3:5]. The catalyst class is: 119. (3) Reactant: [NH2:1][CH:2]1[CH2:7][CH2:6][N:5]([CH2:8][CH:9]2[N:19]3[CH:20]4[CH:15]([CH:16]=[CH:17][C:18]3=[O:21])[N:14]=[CH:13][C:12](=[O:22])[N:11]4[CH2:10]2)[CH2:4][CH2:3]1.[O:23]1[C:32]2[CH:31]=[C:30]([CH:33]=O)[N:29]=[CH:28][C:27]=2[O:26][CH2:25][CH2:24]1.C(O[BH-](OC(=O)C)OC(=O)C)(=O)C.[Na+].C([O-])(O)=O.[Na+].[Cl:54]CCl. Product: [ClH:54].[ClH:54].[O:23]1[C:32]2[CH:31]=[C:30]([CH2:33][NH:1][CH:2]3[CH2:7][CH2:6][N:5]([CH2:8][CH:9]4[N:19]5[C:20]6[N:11]([C:12](=[O:22])[CH:13]=[N:14][C:15]=6[CH:16]=[CH:17][C:18]5=[O:21])[CH2:10]4)[CH2:4][CH2:3]3)[N:29]=[CH:28][C:27]=2[O:26][CH2:25][CH2:24]1. The catalyst class is: 5. (4) Reactant: [NH:1]1[CH2:4][CH:3]([CH:5]2[CH2:10][CH2:9][N:8]([C:11]([C:13]3[S:14][CH:15]=[CH:16][N:17]=3)=[O:12])[CH2:7][CH2:6]2)[CH2:2]1.[F:18][C:19]([F:36])([F:35])[C:20]1[CH:21]=[C:22]([C:26]2[CH:31]=[CH:30][C:29]([C:32](O)=[O:33])=[CH:28][CH:27]=2)[CH:23]=[CH:24][CH:25]=1.CCN(CC)CC.CN(C(ON1N=NC2C=CC=NC1=2)=[N+](C)C)C.F[P-](F)(F)(F)(F)F. Product: [S:14]1[CH:15]=[CH:16][N:17]=[C:13]1[C:11]([N:8]1[CH2:7][CH2:6][CH:5]([CH:3]2[CH2:2][N:1]([C:32]([C:29]3[CH:28]=[CH:27][C:26]([C:22]4[CH:23]=[CH:24][CH:25]=[C:20]([C:19]([F:18])([F:35])[F:36])[CH:21]=4)=[CH:31][CH:30]=3)=[O:33])[CH2:4]2)[CH2:10][CH2:9]1)=[O:12]. The catalyst class is: 2. (5) Reactant: Cl.Cl.[NH2:3][CH2:4][C:5]1[CH:6]=[C:7]([C:14]([O:16][CH2:17][CH3:18])=[O:15])[C:8]([CH:11]([F:13])[F:12])=[N:9][CH:10]=1.C(N(CC)CC)C.[C:26](Cl)(=[O:30])[CH:27]([CH3:29])[CH3:28]. Product: [F:12][CH:11]([F:13])[C:8]1[C:7]([C:14]([O:16][CH2:17][CH3:18])=[O:15])=[CH:6][C:5]([CH2:4][NH:3][C:26](=[O:30])[CH:27]([CH3:29])[CH3:28])=[CH:10][N:9]=1. The catalyst class is: 2. (6) Reactant: [C:1]([N:8]1[CH2:13][CH2:12][CH:11]([C:14]#[N:15])[CH2:10][CH2:9]1)([O:3][C:4]([CH3:7])([CH3:6])[CH3:5])=[O:2].C([Sn]([N:29]=[N+:30]=[N-:31])(CCCC)CCCC)CCC. Product: [C:1]([N:8]1[CH2:13][CH2:12][CH:11]([C:14]2[NH:31][N:30]=[N:29][N:15]=2)[CH2:10][CH2:9]1)([O:3][C:4]([CH3:7])([CH3:6])[CH3:5])=[O:2]. The catalyst class is: 12. (7) Reactant: [CH3:1][O:2][C:3]1[CH:8]=[C:7]([O:9][CH3:10])[N:6]=[C:5]([C:11]#[C:12][C:13]2[CH:18]=[CH:17][CH:16]=[CH:15][CH:14]=2)[N:4]=1.[ClH:19]. Product: [ClH:19].[CH3:10][O:9][C:7]1[CH:8]=[C:3]([O:2][CH3:1])[N:4]=[C:5]([C:11]#[C:12][C:13]2[CH:18]=[CH:17][CH:16]=[CH:15][CH:14]=2)[N:6]=1. The catalyst class is: 343. (8) Reactant: [CH:1]([C:3]1[CH:8]=[CH:7][C:6]([C:9]2[CH:14]=[CH:13][C:12]([C:15]3[S:16][CH:17]=[CH:18][C:19]=3[NH:20][S:21]([CH:24]([CH3:26])[CH3:25])(=[O:23])=[O:22])=[CH:11][CH:10]=2)=[CH:5][CH:4]=1)=O.[CH3:27][NH2:28].C1COCC1.[BH-](OC(C)=O)(OC(C)=O)OC(C)=O.[Na+]. Product: [CH3:27][NH:28][CH2:1][C:3]1[CH:8]=[CH:7][C:6]([C:9]2[CH:14]=[CH:13][C:12]([C:15]3[S:16][CH:17]=[CH:18][C:19]=3[NH:20][S:21]([CH:24]([CH3:26])[CH3:25])(=[O:23])=[O:22])=[CH:11][CH:10]=2)=[CH:5][CH:4]=1. The catalyst class is: 26. (9) The catalyst class is: 6. Product: [Br:23][C:10]1([Br:24])[C:11]2=[N:12][CH:13]=[CH:14][CH:15]=[C:16]2[N:8]([CH:7]([C:1]2[CH:6]=[CH:5][CH:4]=[CH:3][CH:2]=2)[C:17]2[CH:22]=[CH:21][CH:20]=[CH:19][CH:18]=2)[C:9]1=[O:48]. Reactant: [C:1]1([CH:7]([C:17]2[CH:22]=[CH:21][CH:20]=[CH:19][CH:18]=2)[N:8]2[C:16]3[C:11](=[N:12][CH:13]=[CH:14][CH:15]=3)[CH:10]=[CH:9]2)[CH:6]=[CH:5][CH:4]=[CH:3][CH:2]=1.[Br-:23].[Br-:24].[Br-].[NH+]1C=CC=CC=1.[NH+]1C=CC=CC=1.[NH+]1C=CC=CC=1.C([OH:48])(C)(C)C.